This data is from hERG potassium channel inhibition data for cardiac toxicity prediction from Karim et al.. The task is: Regression/Classification. Given a drug SMILES string, predict its toxicity properties. Task type varies by dataset: regression for continuous values (e.g., LD50, hERG inhibition percentage) or binary classification for toxic/non-toxic outcomes (e.g., AMES mutagenicity, cardiotoxicity, hepatotoxicity). Dataset: herg_karim. (1) The molecule is N#Cc1ccc(OCCN2CC3CN(CCNS(=O)(=O)c4cccc(C#N)c4)CC(C2)O3)cc1. The result is 0 (non-blocker). (2) The molecule is N#Cc1cc(O[C@@H]2C[C@@H]3CC[C@H](C2)N3)nc(-c2ccccc2)c1. The result is 1 (blocker). (3) The result is 0 (non-blocker). The compound is Cc1cccc(C)c1NC(=O)C1CCCCN1C.